From a dataset of Forward reaction prediction with 1.9M reactions from USPTO patents (1976-2016). Predict the product of the given reaction. (1) Given the reactants Br[CH:2]([C:7]([C:9]1[CH:14]=[CH:13][C:12]([Cl:15])=[CH:11][CH:10]=1)=O)[CH2:3][C:4]([OH:6])=[O:5].[Cl:16][C:17]1[C:18]([CH:23]([C:27]2[CH:32]=[CH:31][CH:30]=[CH:29][CH:28]=2)[C:24]([NH2:26])=[S:25])=[N:19][CH:20]=[CH:21][CH:22]=1, predict the reaction product. The product is: [Cl:15][C:12]1[CH:13]=[CH:14][C:9]([C:7]2[N:26]=[C:24]([CH:23]([C:18]3[C:17]([Cl:16])=[CH:22][CH:21]=[CH:20][N:19]=3)[C:27]3[CH:28]=[CH:29][CH:30]=[CH:31][CH:32]=3)[S:25][C:2]=2[CH2:3][C:4]([OH:6])=[O:5])=[CH:10][CH:11]=1. (2) Given the reactants C(N1CCN([CH:10]2[CH2:15][CH2:14][N:13]([CH2:16][C:17]3[CH:22]=[CH:21][CH:20]=[CH:19][CH:18]=3)[CH2:12][CH2:11]2)CC1)(=O)C.C(N1CCNCC1)(=[O:25])C, predict the reaction product. The product is: [C:17]1([CH2:16][N:13]2[CH2:14][CH2:15][C:10](=[O:25])[CH2:11][CH2:12]2)[CH:22]=[CH:21][CH:20]=[CH:19][CH:18]=1. (3) Given the reactants [Cl:1][C:2]1[C:11]2[C:6](=[CH:7][CH:8]=[C:9]([S:12][C:13]([CH3:16])([CH3:15])[CH3:14])[CH:10]=2)[N:5]=[CH:4][CH:3]=1.[OH2:17].[OH:18]OS([O-])=O.[K+], predict the reaction product. The product is: [Cl:1][C:2]1[C:11]2[C:6](=[CH:7][CH:8]=[C:9]([S:12]([C:13]([CH3:16])([CH3:15])[CH3:14])(=[O:18])=[O:17])[CH:10]=2)[N:5]=[CH:4][CH:3]=1.